Dataset: Catalyst prediction with 721,799 reactions and 888 catalyst types from USPTO. Task: Predict which catalyst facilitates the given reaction. (1) Reactant: [CH:1]([N:4]1[C:9](=[O:10])[CH2:8][C:7](=[O:11])[NH:6][C:5]1=[O:12])([CH3:3])[CH3:2].[H-].[Na+].Br[CH2:16][C:17]([C:19]1[CH:24]=[CH:23][CH:22]=[CH:21][CH:20]=1)=[O:18]. Product: [CH:1]([N:4]1[C:9](=[O:10])[CH:8]([CH2:16][C:17](=[O:18])[C:19]2[CH:24]=[CH:23][CH:22]=[CH:21][CH:20]=2)[C:7](=[O:11])[NH:6][C:5]1=[O:12])([CH3:3])[CH3:2]. The catalyst class is: 20. (2) Reactant: [C:1]([CH:3]1[CH2:6][N:5]([C:7](=[O:40])[C@H:8]([NH:10][C:11]([C:13]2[C:21]3[C:16](=[N:17][CH:18]=[C:19]([C:22]4[N:23]=[CH:24][N:25]5[CH:30]=[C:29]([CH3:31])[CH:28]=[CH:27][C:26]=45)[N:20]=3)[N:15](COCC[Si](C)(C)C)[CH:14]=2)=[O:12])[CH3:9])[CH2:4]1)#[N:2].FC(F)(F)C(O)=O.C(N)CN. Product: [C:1]([CH:3]1[CH2:6][N:5]([C:7](=[O:40])[C@H:8]([NH:10][C:11]([C:13]2[C:21]3[C:16](=[N:17][CH:18]=[C:19]([C:22]4[N:23]=[CH:24][N:25]5[CH:30]=[C:29]([CH3:31])[CH:28]=[CH:27][C:26]=45)[N:20]=3)[NH:15][CH:14]=2)=[O:12])[CH3:9])[CH2:4]1)#[N:2]. The catalyst class is: 4. (3) Reactant: [CH3:1][N:2]([CH2:4][CH:5]1[CH2:8][CH:7]([N:9]2[C:13]3[N:14]=[CH:15][N:16]=[C:17]([NH2:18])[C:12]=3[C:11](I)=[CH:10]2)[CH2:6]1)[CH3:3].[C:20]1([C:26]2[CH:35]=[CH:34][C:33]3[C:28](=[CH:29][C:30](B4OC(C)(C)C(C)(C)O4)=[CH:31][CH:32]=3)[N:27]=2)[CH:25]=[CH:24][CH:23]=[CH:22][CH:21]=1.C([O-])([O-])=O.[Na+].[Na+].O. Product: [CH3:1][N:2]([CH2:4][C@@H:5]1[CH2:8][C@H:7]([N:9]2[C:13]3[N:14]=[CH:15][N:16]=[C:17]([NH2:18])[C:12]=3[C:11]([C:30]3[CH:29]=[C:28]4[C:33]([CH:34]=[CH:35][C:26]([C:20]5[CH:25]=[CH:24][CH:23]=[CH:22][CH:21]=5)=[N:27]4)=[CH:32][CH:31]=3)=[CH:10]2)[CH2:6]1)[CH3:3]. The catalyst class is: 128. (4) Reactant: [Cl:1][C:2]1[N:3]=[N:4][C:5]([CH3:8])=[CH:6][CH:7]=1.[C:9](O)(=O)C.S(=O)(=O)(O)O.S(OOS([O-])(=O)=O)([O-])(=O)=O.[NH4+].[NH4+].[OH-].[NH4+]. Product: [Cl:1][C:2]1[N:3]=[N:4][C:5]([CH3:8])=[CH:6][C:7]=1[CH3:9]. The catalyst class is: 716. (5) Reactant: [F:1][C:2]1[CH:7]=[CH:6][C:5]([C:8](=O)[CH:9]([C:25]2[CH:30]=[CH:29][CH:28]=[CH:27][CH:26]=2)[CH:10]([C:20](=O)[CH:21]([CH3:23])[CH3:22])[C:11]([NH:13][C:14]2[CH:19]=[CH:18][CH:17]=[CH:16][CH:15]=2)=[O:12])=[CH:4][CH:3]=1.[NH2:32][CH2:33][CH2:34][C@H:35]1[O:40][C:39]([CH3:42])([CH3:41])[O:38][C@@H:37]([CH2:43][C:44]([O:46][C:47]([CH3:50])([CH3:49])[CH3:48])=[O:45])[CH2:36]1.C1CCCCC1.CC(C)(C)C(O)=O. Product: [C:47]([O:46][C:44](=[O:45])[CH2:43][C@H:37]1[CH2:36][C@@H:35]([CH2:34][CH2:33][N:32]2[C:20]([CH:21]([CH3:23])[CH3:22])=[C:10]([C:11](=[O:12])[NH:13][C:14]3[CH:19]=[CH:18][CH:17]=[CH:16][CH:15]=3)[C:9]([C:25]3[CH:26]=[CH:27][CH:28]=[CH:29][CH:30]=3)=[C:8]2[C:5]2[CH:6]=[CH:7][C:2]([F:1])=[CH:3][CH:4]=2)[O:40][C:39]([CH3:42])([CH3:41])[O:38]1)([CH3:50])([CH3:49])[CH3:48]. The catalyst class is: 359. (6) Reactant: C(OC(N1CCC([CH2:14][NH:15][C:16]2[N:21]3[N:22]=[CH:23][C:24]([Br:25])=[C:20]3[N:19]=[C:18]([C:26]3[CH:31]=[CH:30][CH:29]=[CH:28][C:27]=3[Cl:32])[CH:17]=2)CC1)=O)(C)(C)C.S(=O)(=O)(O)O.O1[CH2:43][CH2:42]OCC1. Product: [Br:25][C:24]1[CH:23]=[N:22][N:21]2[C:16]([N:15]([CH:43]3[CH2:42][CH2:14][NH:15][CH2:16][CH2:17]3)[CH3:14])=[CH:17][C:18]([C:26]3[CH:31]=[CH:30][CH:29]=[CH:28][C:27]=3[Cl:32])=[N:19][C:20]=12. The catalyst class is: 5. (7) Reactant: [Cl:1][C:2]1[CH:3]=[C:4]([C:9]2([C:22]([F:25])([F:24])[F:23])[O:13][N:12]=[C:11]([C:14]3[CH:15]=[CH:16][C:17]([CH3:21])=[C:18]([CH:20]=3)[NH2:19])[CH2:10]2)[CH:5]=[C:6]([Cl:8])[CH:7]=1.Cl.[N:27]1[CH:32]=[CH:31][CH:30]=[CH:29][C:28]=1[CH2:33][C:34](O)=[O:35].Cl.C(N(CC)CCCN=C=NCC)C.C(=O)([O-])O.[Na+]. Product: [Cl:1][C:2]1[CH:3]=[C:4]([C:9]2([C:22]([F:23])([F:25])[F:24])[O:13][N:12]=[C:11]([C:14]3[CH:15]=[CH:16][C:17]([CH3:21])=[C:18]([NH:19][C:34](=[O:35])[CH2:33][C:28]4[CH:29]=[CH:30][CH:31]=[CH:32][N:27]=4)[CH:20]=3)[CH2:10]2)[CH:5]=[C:6]([Cl:8])[CH:7]=1. The catalyst class is: 9.